From a dataset of Full USPTO retrosynthesis dataset with 1.9M reactions from patents (1976-2016). Predict the reactants needed to synthesize the given product. (1) Given the product [C:1]([O:5][C:6](=[O:34])[NH:7][CH:8]1[CH2:9][CH2:10][N:11]([C:14]2[C:15]([C:22](=[O:33])[NH:23][C:24]3[CH:32]=[C:31]4[C:27]([CH:28]=[N:29][NH:30]4)=[CH:26][CH:25]=3)=[CH:16][C:17]3[N:21]=[C:36]([NH:35][C:38]4[C:39]([CH3:44])=[CH:40][CH:41]=[CH:42][N:53]=4)[NH:20][C:18]=3[CH:19]=2)[CH2:12][CH2:13]1)([CH3:4])([CH3:2])[CH3:3], predict the reactants needed to synthesize it. The reactants are: [C:1]([O:5][C:6](=[O:34])[NH:7][CH:8]1[CH2:13][CH2:12][N:11]([C:14]2[CH:19]=[C:18]([NH2:20])[C:17]([NH2:21])=[CH:16][C:15]=2[C:22](=[O:33])[NH:23][C:24]2[CH:32]=[C:31]3[C:27]([CH:28]=[N:29][NH:30]3)=[CH:26][CH:25]=2)[CH2:10][CH2:9]1)([CH3:4])([CH3:3])[CH3:2].[N:35]([C:38]1C=[CH:42][CH:41]=[CH:40][C:39]=1[C:44](F)(F)F)=[C:36]=S.C(Cl)CCl.C[N:53](C=O)C. (2) Given the product [NH2:27][CH:24]1[CH2:23][CH2:22][CH:21]([CH2:20][CH:28]2[CH2:33][CH2:32][CH:31]([NH:34][C:2]3[CH:7]=[C:6]([C:8]4[C:16]5[C:11](=[N:12][CH:13]=[C:14]([O:17][CH3:18])[CH:15]=5)[NH:10][CH:9]=4)[CH:5]=[C:4]([Cl:19])[N:3]=3)[CH2:30][CH2:29]2)[CH2:26][CH2:25]1, predict the reactants needed to synthesize it. The reactants are: Cl[C:2]1[CH:7]=[C:6]([C:8]2[C:16]3[C:11](=[N:12][CH:13]=[C:14]([O:17][CH3:18])[CH:15]=3)[NH:10][CH:9]=2)[CH:5]=[C:4]([Cl:19])[N:3]=1.[CH2:20]([CH:28]1[CH2:33][CH2:32][CH:31]([NH2:34])[CH2:30][CH2:29]1)[CH:21]1[CH2:26][CH2:25][CH:24]([NH2:27])[CH2:23][CH2:22]1. (3) Given the product [CH2:1]([N:8]1[C:12](=[O:13])[N:11]([C:14]2[CH:15]=[N:16][N:17]([CH2:19][C:20]3[C:21]([CH3:26])=[N:22][O:23][C:24]=3[CH3:25])[CH:18]=2)[C:10](=[O:27])[N:9]1[CH2:29][CH3:30])[C:2]1[CH:3]=[CH:4][CH:5]=[CH:6][CH:7]=1, predict the reactants needed to synthesize it. The reactants are: [CH2:1]([N:8]1[C:12](=[O:13])[N:11]([C:14]2[CH:15]=[N:16][N:17]([CH2:19][C:20]3[C:21]([CH3:26])=[N:22][O:23][C:24]=3[CH3:25])[CH:18]=2)[C:10](=[O:27])[NH:9]1)[C:2]1[CH:7]=[CH:6][CH:5]=[CH:4][CH:3]=1.Br[CH2:29][CH3:30].C(=O)([O-])[O-].[Cs+].[Cs+]. (4) Given the product [CH2:10]([OH:11])[C@H:8]([C@H:6]([C@H:4]([C@@H:2]([CH2:1][OH:12])[OH:3])[OH:5])[OH:7])[OH:9], predict the reactants needed to synthesize it. The reactants are: [CH2:1]([OH:12])[C@@H:2]([C@H:4]([C@H:6]([C@@H:8]([CH2:10][OH:11])[OH:9])[OH:7])[OH:5])[OH:3]. (5) The reactants are: C(OC([N:11]1[CH2:15][C@@H:14]([C:16]2[CH:21]=[CH:20][CH:19]=[CH:18][CH:17]=2)[CH2:13][C@H:12]1[CH2:22][C:23](=[O:30])[CH2:24][C:25](OCC)=O)=O)C1C=CC=CC=1.C(OC(N1C[C@H](OC)C[C@H]1CC(=O)CC(OCC)=O)=O)C1C=CC=CC=1. Given the product [C:16]1([C@@H:14]2[CH2:15][N:11]3[C@H:12]([CH2:22][C:23](=[O:30])[CH2:24][CH2:25]3)[CH2:13]2)[CH:21]=[CH:20][CH:19]=[CH:18][CH:17]=1, predict the reactants needed to synthesize it. (6) Given the product [CH3:3][N:2]([CH3:1])[CH2:4][CH2:5][N:6]1[C:20](=[O:21])[C:15]2[CH:16]=[C:17](/[N:19]=[CH:27]\[C:26]3[CH:29]=[C:30]([O:34][CH3:35])[C:31]([O:32][CH3:33])=[C:24]([O:23][CH3:22])[CH:25]=3)[CH:18]=[C:13]3[C:14]=2[C:9](=[CH:10][CH:11]=[CH:12]3)[C:7]1=[O:8], predict the reactants needed to synthesize it. The reactants are: [CH3:1][N:2]([CH2:4][CH2:5][N:6]1[C:20](=[O:21])[C:15]2=[CH:16][C:17]([NH2:19])=[CH:18][C:13]3[C:14]2=[C:9]([CH:10]=[CH:11][CH:12]=3)[C:7]1=[O:8])[CH3:3].[CH3:22][O:23][C:24]1[CH:25]=[C:26]([CH:29]=[C:30]([O:34][CH3:35])[C:31]=1[O:32][CH3:33])[CH:27]=O. (7) Given the product [C:1]([C:5]1[C:6]([OH:15])=[C:7]([C:8]2[NH:21][C:19](=[O:20])[C:18]3[C:17](=[CH:25][CH:24]=[C:23]([S:26]([C:29]([F:32])([F:30])[F:31])(=[O:28])=[O:27])[CH:22]=3)[N:16]=2)[C:10]([CH3:14])=[C:11]([Cl:13])[CH:12]=1)([CH3:4])([CH3:3])[CH3:2], predict the reactants needed to synthesize it. The reactants are: [C:1]([C:5]1[C:6]([OH:15])=[C:7]([C:10]([CH3:14])=[C:11]([Cl:13])[CH:12]=1)[CH:8]=O)([CH3:4])([CH3:3])[CH3:2].[NH2:16][C:17]1[CH:25]=[CH:24][C:23]([S:26]([C:29]([F:32])([F:31])[F:30])(=[O:28])=[O:27])=[CH:22][C:18]=1[C:19]([NH2:21])=[O:20].